Dataset: Full USPTO retrosynthesis dataset with 1.9M reactions from patents (1976-2016). Task: Predict the reactants needed to synthesize the given product. (1) Given the product [CH3:17][O:18][C:19]1[CH:26]=[CH:25][C:22]([CH2:23][NH:24][CH:7]2[CH2:6][CH2:5][N:4]([C:9]([O:11][C:12]([CH3:15])([CH3:14])[CH3:13])=[O:10])[CH2:3][C:2]2([CH3:16])[CH3:1])=[CH:21][CH:20]=1, predict the reactants needed to synthesize it. The reactants are: [CH3:1][C:2]1([CH3:16])[C:7](=O)[CH2:6][CH2:5][N:4]([C:9]([O:11][C:12]([CH3:15])([CH3:14])[CH3:13])=[O:10])[CH2:3]1.[CH3:17][O:18][C:19]1[CH:26]=[CH:25][C:22]([CH2:23][NH2:24])=[CH:21][CH:20]=1.[BH-](OC(C)=O)(OC(C)=O)OC(C)=O.[Na+]. (2) Given the product [CH2:25]([O:27][C:28]1[CH:29]=[C:30]([CH:33]=[C:34]([O:41][CH2:42][CH3:43])[C:35]=1[N:36]1[CH:40]=[CH:39][CH:38]=[CH:37]1)[CH2:31][N:12]1[CH2:11][CH2:10][CH:9]([NH:8][C:6](=[O:7])[C:5]2[CH:15]=[C:16]([O:18][CH2:19][C:20]3[NH:21][N:22]=[N:23][N:24]=3)[CH:17]=[C:3]([O:2][CH3:1])[CH:4]=2)[CH2:14][CH2:13]1)[CH3:26], predict the reactants needed to synthesize it. The reactants are: [CH3:1][O:2][C:3]1[CH:4]=[C:5]([CH:15]=[C:16]([O:18][CH2:19][C:20]2[NH:24][N:23]=[N:22][N:21]=2)[CH:17]=1)[C:6]([NH:8][CH:9]1[CH2:14][CH2:13][NH:12][CH2:11][CH2:10]1)=[O:7].[CH2:25]([O:27][C:28]1[CH:29]=[C:30]([CH:33]=[C:34]([O:41][CH2:42][CH3:43])[C:35]=1[N:36]1[CH:40]=[CH:39][CH:38]=[CH:37]1)[CH:31]=O)[CH3:26].C([BH3-])#N.[Na+].C(N(C(C)C)C(C)C)C.